Task: Predict the reactants needed to synthesize the given product.. Dataset: Full USPTO retrosynthesis dataset with 1.9M reactions from patents (1976-2016) (1) Given the product [CH2:21]1[C:33]2[NH:32][C:31]3[CH:30]=[CH:29][CH:28]=[C:27]([C:34]([O:36][CH3:5])=[O:35])[C:26]=3[C:25]=2[CH2:24][CH2:23][CH2:22]1, predict the reactants needed to synthesize it. The reactants are: S(Cl)(Cl)=O.[CH2:5]1C2NC3C(=CC=C(C(O)=O)C=3)C=2CCC1.[CH2:21]1[C:33]2[NH:32][C:31]3[CH:30]=[CH:29][CH:28]=[C:27]([C:34]([OH:36])=[O:35])[C:26]=3[C:25]=2[CH2:24][CH2:23][CH2:22]1. (2) Given the product [NH2:1][CH2:4][CH2:5][CH2:6][C:7]1([C:26]2[CH:31]=[CH:30][CH:29]=[CH:28][CH:27]=2)[N:11]([C:12](=[O:17])[C:13]([CH3:16])([CH3:14])[CH3:15])[N:10]=[C:9]([C:18]2[CH:23]=[C:22]([F:24])[CH:21]=[CH:20][C:19]=2[F:25])[S:8]1, predict the reactants needed to synthesize it. The reactants are: [N:1]([CH2:4][CH2:5][CH2:6][C:7]1([C:26]2[CH:31]=[CH:30][CH:29]=[CH:28][CH:27]=2)[N:11]([C:12](=[O:17])[C:13]([CH3:16])([CH3:15])[CH3:14])[N:10]=[C:9]([C:18]2[CH:23]=[C:22]([F:24])[CH:21]=[CH:20][C:19]=2[F:25])[S:8]1)=[N+]=[N-].Cl.CO. (3) Given the product [N:14]1([C:8](=[O:9])[C:10]([F:11])([F:12])[F:13])[C:23]2[C:18](=[CH:19][CH:20]=[CH:21][CH:22]=2)[CH2:17][CH2:16][CH2:15]1, predict the reactants needed to synthesize it. The reactants are: O([C:8]([C:10]([F:13])([F:12])[F:11])=[O:9])[C:8]([C:10]([F:13])([F:12])[F:11])=[O:9].[NH:14]1[C:23]2[C:18](=[CH:19][CH:20]=[CH:21][CH:22]=2)[CH2:17][CH2:16][CH2:15]1. (4) Given the product [CH3:25][C:23]1[N:24]2[CH2:2][CH2:3][N:4]([CH:5]3[CH2:6][CH2:7][N:8]([C:11]([O:13][C:14]([CH3:17])([CH3:15])[CH3:16])=[O:12])[CH2:9][CH2:10]3)[C:18](=[O:19])[C:20]2=[CH:21][N:22]=1, predict the reactants needed to synthesize it. The reactants are: O[CH2:2][CH2:3][N:4]([C:18]([C:20]1[NH:24][C:23]([CH3:25])=[N:22][CH:21]=1)=[O:19])[CH:5]1[CH2:10][CH2:9][N:8]([C:11]([O:13][C:14]([CH3:17])([CH3:16])[CH3:15])=[O:12])[CH2:7][CH2:6]1.C(N(CC)CC)C.CS(Cl)(=O)=O.C(Cl)(Cl)Cl. (5) Given the product [F:1][C:2]1[CH:3]=[C:4]2[C:5](=[CH:6][C:7]=1[O:8][CH2:9][CH2:10][O:11][CH3:12])[C:15](=[O:17])[CH2:14][CH2:13]2, predict the reactants needed to synthesize it. The reactants are: [F:1][C:2]1[CH:3]=[C:4]([CH2:13][CH2:14][C:15]([OH:17])=O)[CH:5]=[CH:6][C:7]=1[O:8][CH2:9][CH2:10][O:11][CH3:12]. (6) Given the product [CH2:18]([O:20]/[CH:21]=[CH:22]/[C:23]([NH:7][C:6]1[CH:8]=[CH:9][C:3]([C:2]([F:10])([F:11])[F:1])=[CH:4][CH:5]=1)=[O:24])[CH3:19], predict the reactants needed to synthesize it. The reactants are: [F:1][C:2]([F:11])([F:10])[C:3]1[CH:9]=[CH:8][C:6]([NH2:7])=[CH:5][CH:4]=1.N1C=CC=CC=1.[CH2:18]([O:20][CH:21](OCC)[CH2:22][C:23](Cl)=[O:24])[CH3:19]. (7) Given the product [CH3:19][N:18]([CH3:15])[CH2:21][CH2:23][C:24]([N:8]1[C:9]2[C:5](=[CH:4][C:3]([O:2][CH3:1])=[C:11]([N+:12]([O-:14])=[O:13])[CH:10]=2)[CH2:6][CH2:7]1)=[O:27], predict the reactants needed to synthesize it. The reactants are: [CH3:1][O:2][C:3]1[CH:4]=[C:5]2[C:9](=[CH:10][C:11]=1[N+:12]([O-:14])=[O:13])[NH:8][CH2:7][CH2:6]2.[CH:15]([N:18]([CH:21]([CH3:23])C)[CH2:19]C)(C)C.[C:24](Cl)(=[O:27])C=C. (8) Given the product [C:1]([C:3]1[CH:4]=[C:5]([CH:13]([CH2:17][CH:18]2[CH2:22][CH2:21][CH2:20][CH2:19]2)[C:14]([NH:29][C:30]2[CH:35]=[CH:34][N:33]=[C:32]([CH3:36])[N:31]=2)=[O:16])[CH:6]=[CH:7][C:8]=1[S:9]([CH3:12])(=[O:11])=[O:10])#[N:2], predict the reactants needed to synthesize it. The reactants are: [C:1]([C:3]1[CH:4]=[C:5]([CH:13]([CH2:17][CH:18]2[CH2:22][CH2:21][CH2:20][CH2:19]2)[C:14]([OH:16])=O)[CH:6]=[CH:7][C:8]=1[S:9]([CH3:12])(=[O:11])=[O:10])#[N:2].C(Cl)(=O)C(Cl)=O.[NH2:29][C:30]1[CH:35]=[CH:34][N:33]=[C:32]([CH3:36])[N:31]=1.C(N(CC)CC)C. (9) Given the product [CH2:1]([O:8][C:9]1[CH:18]=[C:17]2[C:12]([C:13]([O:22][C:23]3[CH:24]=[C:25]4[C:29](=[CH:30][CH:31]=3)[NH:28][CH:27]=[CH:26]4)=[CH:14][CH:15]=[N:16]2)=[CH:11][C:10]=1[C:20]#[N:21])[C:2]1[CH:7]=[CH:6][CH:5]=[CH:4][CH:3]=1, predict the reactants needed to synthesize it. The reactants are: [CH2:1]([O:8][C:9]1[CH:18]=[C:17]2[C:12]([C:13](Cl)=[CH:14][CH:15]=[N:16]2)=[CH:11][C:10]=1[C:20]#[N:21])[C:2]1[CH:7]=[CH:6][CH:5]=[CH:4][CH:3]=1.[OH:22][C:23]1[CH:24]=[C:25]2[C:29](=[CH:30][CH:31]=1)[NH:28][CH:27]=[CH:26]2.C(N(C(C)C)CC)(C)C.O.